This data is from Forward reaction prediction with 1.9M reactions from USPTO patents (1976-2016). The task is: Predict the product of the given reaction. Given the reactants Cl.C1C2C(=CC=CC=2)[CH:5]=[CH:4][C:3]=1[C:12](=[NH:16])[O:13]CC.[CH2:17](N(CC)CC)[CH3:18].[C:24](Cl)(=[O:28])[CH2:25][CH2:26][CH3:27].[C:30]1(C)[CH:35]=[CH:34][CH:33]=[CH:32][CH:31]=1, predict the reaction product. The product is: [CH2:17]([O:28][CH:24]1[C:31]2[C:30](=[CH:35][CH:34]=[CH:33][CH:32]=2)[CH:27]=[CH:26][C:25]1=[N:16][C:12](=[O:13])[CH2:3][CH2:4][CH3:5])[CH3:18].